From a dataset of Forward reaction prediction with 1.9M reactions from USPTO patents (1976-2016). Predict the product of the given reaction. Given the reactants C(OC([N:8]1[CH2:12][C:11](=[N:13][O:14][CH3:15])[CH2:10][C@H:9]1[C:16]([OH:18])=O)=O)(C)(C)C.[C:19]1([C:29]2[CH:34]=[CH:33][CH:32]=[CH:31][CH:30]=2)[CH:24]=[CH:23][C:22]([S:25](Cl)(=[O:27])=[O:26])=[CH:21][CH:20]=1.[NH2:35][C@@H:36]1[CH2:41][CH2:40][CH2:39][CH2:38][C@H:37]1[CH2:42][OH:43], predict the reaction product. The product is: [C:19]1([C:29]2[CH:34]=[CH:33][CH:32]=[CH:31][CH:30]=2)[CH:24]=[CH:23][C:22]([S:25]([N:8]2[CH2:12][C:11](=[N:13][O:14][CH3:15])[CH2:10][C@H:9]2[C:16]([NH:35][C@@H:36]2[CH2:41][CH2:40][CH2:39][CH2:38][C@H:37]2[CH2:42][OH:43])=[O:18])(=[O:27])=[O:26])=[CH:21][CH:20]=1.